Dataset: Full USPTO retrosynthesis dataset with 1.9M reactions from patents (1976-2016). Task: Predict the reactants needed to synthesize the given product. (1) Given the product [O:12]=[C:10]1[C:11]2[C:6](=[CH:5][CH:4]=[CH:3][C:2]=2[NH:1][C:29]([C:24]2[CH:25]=[N:26][CH:27]=[CH:28][N:23]=2)=[O:30])[CH:7]=[N:8][N:9]1[C:13]1[CH:18]=[CH:17][CH:16]=[C:15]([C:19]([F:22])([F:21])[F:20])[CH:14]=1, predict the reactants needed to synthesize it. The reactants are: [NH2:1][C:2]1[CH:3]=[CH:4][CH:5]=[C:6]2[C:11]=1[C:10](=[O:12])[N:9]([C:13]1[CH:18]=[CH:17][CH:16]=[C:15]([C:19]([F:22])([F:21])[F:20])[CH:14]=1)[N:8]=[CH:7]2.[N:23]1[CH:28]=[CH:27][N:26]=[CH:25][C:24]=1[C:29](O)=[O:30].CN(C(ON1N=NC2C=CC=NC1=2)=[N+](C)C)C.F[P-](F)(F)(F)(F)F.CCN(C(C)C)C(C)C. (2) Given the product [CH2:12]([C:10]1[C:9]([O:14][CH2:15][C:16]2[S:17][CH:18]=[C:19]([C:21]3[CH:22]=[CH:23][C:24]([C:27]([F:28])([F:30])[F:29])=[CH:25][CH:26]=3)[N:20]=2)=[CH:8][C:7]([CH3:31])=[C:6]([CH:11]=1)[O:5][CH2:4][C:3]([OH:32])=[O:2])[CH3:13], predict the reactants needed to synthesize it. The reactants are: C[O:2][C:3](=[O:32])[CH2:4][O:5][C:6]1[CH:11]=[C:10]([CH2:12][CH3:13])[C:9]([O:14][CH2:15][C:16]2[S:17][CH:18]=[C:19]([C:21]3[CH:26]=[CH:25][C:24]([C:27]([F:30])([F:29])[F:28])=[CH:23][CH:22]=3)[N:20]=2)=[CH:8][C:7]=1[CH3:31].[Li+].[OH-].Cl.CCOC(C)=O. (3) Given the product [CH2:1]([O:8][C:9](=[O:10])[NH:11][CH:12]([CH3:17])[CH2:13][C:14]([N:35]([O:36][CH3:37])[CH3:34])=[O:16])[C:2]1[CH:3]=[CH:4][CH:5]=[CH:6][CH:7]=1, predict the reactants needed to synthesize it. The reactants are: [CH2:1]([O:8][C:9]([NH:11][CH:12]([CH3:17])[CH2:13][C:14]([OH:16])=O)=[O:10])[C:2]1[CH:7]=[CH:6][CH:5]=[CH:4][CH:3]=1.CN1CCOCC1.ClC(OCC(C)C)=O.Cl.[CH3:34][NH:35][O:36][CH3:37].Cl. (4) Given the product [NH2:13][C:12]1[NH:24][N:23]=[C:10]([NH:9][C:6]2[CH:7]=[CH:8][C:3]([C:1]#[N:2])=[C:4]([S:16]([C:19]([F:22])([F:21])[F:20])(=[O:18])=[O:17])[CH:5]=2)[N:11]=1, predict the reactants needed to synthesize it. The reactants are: [C:1]([C:3]1[CH:8]=[CH:7][C:6]([NH:9][CH:10](SC)[NH:11][C:12]#[N:13])=[CH:5][C:4]=1[S:16]([C:19]([F:22])([F:21])[F:20])(=[O:18])=[O:17])#[N:2].[NH2:23][NH2:24]. (5) The reactants are: Br[C:2]1[C:3]([N:22]2[CH2:27][CH2:26][C:25]([F:29])([CH3:28])[CH2:24][CH2:23]2)=[C:4]([C@H:10]([O:17][C:18]([CH3:21])([CH3:20])[CH3:19])[C:11]([O:13][CH:14]([CH3:16])[CH3:15])=[O:12])[C:5]([CH3:9])=[N:6][C:7]=1[CH3:8].[F:30][C:31]1[CH:56]=[CH:55][C:34]([CH2:35][CH2:36][O:37][C:38]2[CH:43]=[CH:42][C:41](B3OC(=O)CN(C)CC(=O)O3)=[CH:40][CH:39]=2)=[CH:33][CH:32]=1.C1(P(C2CCCCC2)C2C=CC=CC=2C2C(OC)=CC=CC=2OC)CCCCC1.[O-]P([O-])([O-])=O.[K+].[K+].[K+]. Given the product [C:18]([O:17][C@@H:10]([C:4]1[C:5]([CH3:9])=[N:6][C:7]([CH3:8])=[C:2]([C:41]2[CH:40]=[CH:39][C:38]([O:37][CH2:36][CH2:35][C:34]3[CH:33]=[CH:32][C:31]([F:30])=[CH:56][CH:55]=3)=[CH:43][CH:42]=2)[C:3]=1[N:22]1[CH2:27][CH2:26][C:25]([F:29])([CH3:28])[CH2:24][CH2:23]1)[C:11]([O:13][CH:14]([CH3:16])[CH3:15])=[O:12])([CH3:21])([CH3:20])[CH3:19], predict the reactants needed to synthesize it.